From a dataset of Full USPTO retrosynthesis dataset with 1.9M reactions from patents (1976-2016). Predict the reactants needed to synthesize the given product. Given the product [CH3:6][NH:7][C:8]1[CH:9]=[CH:10][C:11]([C:14]([NH:15][C:16]2[CH:17]=[N:18][C:19]3[C:24]([CH:25]=2)=[CH:23][CH:22]=[CH:21][CH:20]=3)=[O:26])=[CH:12][CH:13]=1, predict the reactants needed to synthesize it. The reactants are: C(O[C:6](=O)[N:7](C)[C:8]1[CH:13]=[CH:12][C:11]([C:14](=[O:26])[NH:15][C:16]2[CH:17]=[N:18][C:19]3[C:24]([CH:25]=2)=[CH:23][CH:22]=[CH:21][CH:20]=3)=[CH:10][CH:9]=1)(C)(C)C.